The task is: Predict the reaction yield, written as a fraction of the theoretical maximum amount of product (1.0 means a 100% yield; for example, 0.34 means a 34% yield).. This data is from Reaction yield outcomes from USPTO patents with 853,638 reactions. (1) The reactants are [C:1]([C:4]1[CH:9]=[CH:8][C:7]([Br:10])=[CH:6][N:5]=1)(=O)[CH3:2].[BH4-].[Na+].[OH2:13]. The catalyst is CO. The product is [OH:13][CH2:2][CH:1]=[C:4]1[CH:9]=[CH:8][C:7]([Br:10])=[CH:6][NH:5]1. The yield is 0.919. (2) The reactants are [CH3:1][O:2][C:3]1[CH:36]=[CH:35][C:6]([CH2:7][N:8]([CH2:26][C:27]2[CH:32]=[CH:31][C:30]([O:33][CH3:34])=[CH:29][CH:28]=2)[C:9]2[N:10]([CH2:17][C:18]3[CH:23]=[CH:22][C:21]([O:24][CH3:25])=[CH:20][CH:19]=3)[N:11]=[C:12]([N+:14]([O-])=O)[N:13]=2)=[CH:5][CH:4]=1.[NH4+].[Cl-]. The catalyst is [Zn].C1COCC1. The product is [CH3:25][O:24][C:21]1[CH:20]=[CH:19][C:18]([CH2:17][N:10]2[C:9]([N:8]([CH2:7][C:6]3[CH:5]=[CH:4][C:3]([O:2][CH3:1])=[CH:36][CH:35]=3)[CH2:26][C:27]3[CH:32]=[CH:31][C:30]([O:33][CH3:34])=[CH:29][CH:28]=3)=[N:13][C:12]([NH2:14])=[N:11]2)=[CH:23][CH:22]=1. The yield is 0.840. (3) The reactants are Br[C:2]1[CH:7]=[CH:6][C:5]([Cl:8])=[C:4]([O:9][CH3:10])[C:3]=1[F:11].C([Li])CCC.CN([CH:20]=[O:21])C. The catalyst is C(OCC)C. The product is [Cl:8][C:5]1[CH:6]=[CH:7][C:2]([CH:20]=[O:21])=[C:3]([F:11])[C:4]=1[O:9][CH3:10]. The yield is 0.610. (4) The reactants are [NH2:1][C:2]1[CH:3]=[C:4]([CH:7]=[C:8]([CH3:10])[CH:9]=1)[C:5]#[N:6].Br.Br[CH:13]([C:15]1[CH:16]=[C:17]([C:32]([N:34]([CH3:36])[CH3:35])=[O:33])[CH:18]=[C:19]2[C:24]=1[O:23][C:22]([N:25]1[CH2:30][CH2:29][O:28][CH2:27][CH2:26]1)=[CH:21][C:20]2=[O:31])[CH3:14]. No catalyst specified. The product is [C:5]([C:4]1[CH:3]=[C:2]([NH:1][CH:13]([C:15]2[CH:16]=[C:17]([C:32]([N:34]([CH3:36])[CH3:35])=[O:33])[CH:18]=[C:19]3[C:24]=2[O:23][C:22]([N:25]2[CH2:30][CH2:29][O:28][CH2:27][CH2:26]2)=[CH:21][C:20]3=[O:31])[CH3:14])[CH:9]=[C:8]([CH3:10])[CH:7]=1)#[N:6]. The yield is 0.480. (5) The reactants are [OH:1][C:2]([C:29]1[S:30][CH:31]=[CH:32][CH:33]=1)([C:24]1[S:25][CH:26]=[CH:27][CH:28]=1)[C:3]([O:5][C@H:6]1[CH2:11][CH2:10][C@H:9]([N:12]([CH2:14][CH2:15][NH:16]C(OC(C)(C)C)=O)[CH3:13])[CH2:8][CH2:7]1)=[O:4].Cl. The catalyst is O1CCOCC1. The product is [OH:1][C:2]([C:24]1[S:25][CH:26]=[CH:27][CH:28]=1)([C:29]1[S:30][CH:31]=[CH:32][CH:33]=1)[C:3]([O:5][C@H:6]1[CH2:7][CH2:8][C@H:9]([N:12]([CH2:14][CH2:15][NH2:16])[CH3:13])[CH2:10][CH2:11]1)=[O:4]. The yield is 0.950. (6) The reactants are [CH3:1][O:2][C:3](/[CH:5]=[CH:6]/[C:7]([O:9][CH:10]([CH3:14])C(O)=O)=[O:8])=[O:4].C(Cl)(=O)[C:16](Cl)=[O:17].[CH2:21]([O:23][C:24](=[O:34])[CH2:25][NH:26][CH2:27][C:28]1[CH:33]=[CH:32][CH:31]=[CH:30][CH:29]=1)[CH3:22].C(N(C(C)C)CC)(C)C. The catalyst is ClCCl.CN(C1C=CN=CC=1)C.CN(C)C=O. The product is [C:7]([O:9][CH2:10][CH2:14][C:16](=[O:17])[N:26]([CH2:25][C:24]([O:23][CH2:21][CH3:22])=[O:34])[CH2:27][C:28]1[CH:33]=[CH:32][CH:31]=[CH:30][CH:29]=1)(=[O:8])/[CH:6]=[CH:5]/[C:3]([O:2][CH3:1])=[O:4]. The yield is 0.330. (7) The reactants are [C:1]([C:5](=[CH:11][C:12]1[CH:17]=[CH:16][C:15]([O:18][CH3:19])=[CH:14][C:13]=1[CH2:20][N:21]([C:29]([O:31][C:32]([CH3:35])([CH3:34])[CH3:33])=[O:30])[C:22]([O:24][C:25]([CH3:28])([CH3:27])[CH3:26])=[O:23])[CH2:6][C:7]([O:9][CH3:10])=[O:8])([O:3][CH3:4])=[O:2].[H][H]. The catalyst is [Pd].C(OCC)(=O)C. The product is [C:1]([CH:5]([CH2:11][C:12]1[CH:17]=[CH:16][C:15]([O:18][CH3:19])=[CH:14][C:13]=1[CH2:20][N:21]([C:29]([O:31][C:32]([CH3:35])([CH3:34])[CH3:33])=[O:30])[C:22]([O:24][C:25]([CH3:28])([CH3:26])[CH3:27])=[O:23])[CH2:6][C:7]([O:9][CH3:10])=[O:8])([O:3][CH3:4])=[O:2]. The yield is 1.00. (8) The reactants are P([O:13][CH2:14][CH2:15][N:16]([CH2:20][CH2:21][CH2:22][O:23][C:24]1[CH:33]=[C:32]2[C:27]([C:28]([NH:34][C:35]3[CH:39]=[C:38]([CH2:40][C:41]([NH:43][C:44]4[CH:49]=[CH:48][CH:47]=[C:46]([F:50])[C:45]=4[F:51])=[O:42])[NH:37][N:36]=3)=[N:29][CH:30]=[N:31]2)=[CH:26][C:25]=1[O:52][CH3:53])[CH2:17][C:18]#[CH:19])(OC(C)(C)C)(OC(C)(C)C)=O.C(NCCO)C#C. No catalyst specified. The product is [F:51][C:45]1[C:46]([F:50])=[CH:47][CH:48]=[CH:49][C:44]=1[NH:43][C:41](=[O:42])[CH2:40][C:38]1[NH:37][N:36]=[C:35]([NH:34][C:28]2[C:27]3[C:32](=[CH:33][C:24]([O:23][CH2:22][CH2:21][CH2:20][N:16]([CH2:15][CH2:14][OH:13])[CH2:17][C:18]#[CH:19])=[C:25]([O:52][CH3:53])[CH:26]=3)[N:31]=[CH:30][N:29]=2)[CH:39]=1. The yield is 0.750. (9) The reactants are [NH2:1][C:2]1[CH:11]=[C:10]2[C:5]([CH:6]=[CH:7][CH:8]=[C:9]2[N:12]2[CH2:17][CH2:16][N:15]([CH3:18])[CH2:14][CH2:13]2)=[CH:4][CH:3]=1.C(N(CC)CC)C.[N+:26]([C:29]1[CH:30]=[C:31]([CH:35]=[C:36]([N+:38]([O-:40])=[O:39])[CH:37]=1)[C:32](Cl)=[O:33])([O-:28])=[O:27]. The catalyst is C(#N)C. The product is [N+:26]([C:29]1[CH:30]=[C:31]([CH:35]=[C:36]([N+:38]([O-:40])=[O:39])[CH:37]=1)[C:32]([NH:1][C:2]1[CH:11]=[C:10]2[C:5]([CH:6]=[CH:7][CH:8]=[C:9]2[N:12]2[CH2:17][CH2:16][N:15]([CH3:18])[CH2:14][CH2:13]2)=[CH:4][CH:3]=1)=[O:33])([O-:28])=[O:27]. The yield is 0.630.